The task is: Regression. Given a peptide amino acid sequence and an MHC pseudo amino acid sequence, predict their binding affinity value. This is MHC class II binding data.. This data is from Peptide-MHC class II binding affinity with 134,281 pairs from IEDB. The peptide sequence is AGFKGEQGPKGAP. The MHC is DRB1_0401 with pseudo-sequence DRB1_0401. The binding affinity (normalized) is 0.706.